This data is from Full USPTO retrosynthesis dataset with 1.9M reactions from patents (1976-2016). The task is: Predict the reactants needed to synthesize the given product. (1) Given the product [Br:18][CH2:19][C:20]([N:8]([CH:2]1[CH2:7][CH2:6][CH2:5][CH2:4][CH2:3]1)[CH:9]1[CH2:11][CH2:10]1)=[O:21], predict the reactants needed to synthesize it. The reactants are: Cl.[CH:2]1([NH:8][CH:9]2[CH2:11][CH2:10]2)[CH2:7][CH2:6][CH2:5][CH2:4][CH2:3]1.C(=O)([O-])[O-].[K+].[K+].[Br:18][CH2:19][C:20](Br)=[O:21]. (2) Given the product [Cl:24][C:19]1[CH:20]=[CH:3][CH:4]=[CH:5][C:6]=1[NH:7][C:14]([C:8]1[S:9][C:10]2[CH2:11][CH2:12][O:13][C:4]3[CH:3]=[C:2]([Br:1])[CH:18]=[CH:17][C:5]=3[C:6]=2[N:7]=1)=[O:16], predict the reactants needed to synthesize it. The reactants are: [Br:1][C:2]1[CH:18]=[CH:17][C:5]2[C:6]3[N:7]=[C:8]([C:14]([OH:16])=O)[S:9][C:10]=3[CH2:11][CH2:12][O:13][C:4]=2[CH:3]=1.[C:19]([Cl:24])(=O)[C:20](Cl)=O. (3) Given the product [O:24]=[S:23]1[C:17]2[CH:16]=[CH:15][CH:14]=[CH:13][C:18]=2[CH2:19][N:20]([C:2]2[NH:3][C:4](=[O:12])[C:5]3[S:10][C:9]([CH3:11])=[CH:8][C:6]=3[N:7]=2)[CH2:21][CH2:22]1, predict the reactants needed to synthesize it. The reactants are: Cl[C:2]1[NH:3][C:4](=[O:12])[C:5]2[S:10][C:9]([CH3:11])=[CH:8][C:6]=2[N:7]=1.[CH:13]1[C:18]2[CH2:19][NH:20][CH2:21][CH2:22][S:23](=[O:24])[C:17]=2[CH:16]=[CH:15][CH:14]=1.C(N(CC)CC)C.